Task: Predict the reactants needed to synthesize the given product.. Dataset: Full USPTO retrosynthesis dataset with 1.9M reactions from patents (1976-2016) (1) Given the product [Cl:42][C:38]1[CH:37]=[C:36]([CH:41]=[CH:40][CH:39]=1)[CH2:35][C:33]1[N:32]=[CH:31][C:28]2[CH2:29][CH2:30][NH:24][CH2:25][CH2:26][C:27]=2[N:34]=1, predict the reactants needed to synthesize it. The reactants are: CN(C)C1C2C(=CC=CC=2N(C)C)C=CC=1.C([N:24]1[CH2:30][CH2:29][C:28]2[CH:31]=[N:32][C:33]([CH2:35][C:36]3[CH:41]=[CH:40][CH:39]=[C:38]([Cl:42])[CH:37]=3)=[N:34][C:27]=2[CH2:26][CH2:25]1)C1C=CC=CC=1.ClC(OC(Cl)C)=O. (2) Given the product [Cl:1][C:2]1[CH:7]=[CH:6][C:5]([CH2:8][C@@H:9]([NH:29][C:30]([C@@H:32]2[CH2:41][C:40]3[C:35](=[CH:36][CH:37]=[CH:38][CH:39]=3)[CH2:34][NH:33]2)=[O:31])[C:10]([N:12]2[CH2:13][CH2:14][N:15]([C:18]3[CH:23]=[CH:22][CH:21]=[CH:20][C:19]=3[NH:24][S:25]([CH3:28])(=[O:26])=[O:27])[CH2:16][CH2:17]2)=[O:11])=[CH:4][CH:3]=1, predict the reactants needed to synthesize it. The reactants are: [Cl:1][C:2]1[CH:7]=[CH:6][C:5]([CH2:8][C@@H:9]([NH:29][C:30]([C@@H:32]2[CH2:41][C:40]3[C:35](=[CH:36][CH:37]=[CH:38][CH:39]=3)[CH2:34][N:33]2C(OC(C)(C)C)=O)=[O:31])[C:10]([N:12]2[CH2:17][CH2:16][N:15]([C:18]3[CH:23]=[CH:22][CH:21]=[CH:20][C:19]=3[NH:24][S:25]([CH3:28])(=[O:27])=[O:26])[CH2:14][CH2:13]2)=[O:11])=[CH:4][CH:3]=1.Cl. (3) The reactants are: [CH:1]1([CH2:4][O:5][C:6]2[CH:11]=[C:10]([O:12][CH3:13])[C:9]([F:14])=[CH:8][C:7]=2[C:15]2[C:16]3[NH:23][C:22]([CH3:24])=[C:21]([C:25]([OH:27])=O)[C:17]=3[N:18]=[CH:19][N:20]=2)[CH2:3][CH2:2]1.CCN(C(C)C)C(C)C.[NH2:37][C@H:38]([CH2:68][C:69]1[CH:74]=[CH:73][C:72]([C:75]([CH3:78])([CH3:77])[CH3:76])=[CH:71][CH:70]=1)[C:39]([N:41]1[CH2:46][CH2:45][CH:44]([N:47]2[N:56]=[C:55]([C:57]3[CH:62]=[CH:61][C:60]([O:63][CH3:64])=[C:59]([O:65][CH3:66])[CH:58]=3)[C@@H:54]3[C@@H:49]([CH2:50][CH2:51][CH2:52][CH2:53]3)[C:48]2=[O:67])[CH2:43][CH2:42]1)=[O:40].CCOC(C(C#N)=NOC(N1CCOCC1)=[N+](C)C)=O.F[P-](F)(F)(F)(F)F.C(=O)(O)[O-].[Na+]. Given the product [C:75]([C:72]1[CH:73]=[CH:74][C:69]([CH2:68][C@@H:38]([NH:37][C:25]([C:21]2[C:17]3[N:18]=[CH:19][N:20]=[C:15]([C:7]4[CH:8]=[C:9]([F:14])[C:10]([O:12][CH3:13])=[CH:11][C:6]=4[O:5][CH2:4][CH:1]4[CH2:2][CH2:3]4)[C:16]=3[NH:23][C:22]=2[CH3:24])=[O:27])[C:39]([N:41]2[CH2:42][CH2:43][CH:44]([N:47]3[N:56]=[C:55]([C:57]4[CH:62]=[CH:61][C:60]([O:63][CH3:64])=[C:59]([O:65][CH3:66])[CH:58]=4)[C@@H:54]4[C@@H:49]([CH2:50][CH2:51][CH2:52][CH2:53]4)[C:48]3=[O:67])[CH2:45][CH2:46]2)=[O:40])=[CH:70][CH:71]=1)([CH3:78])([CH3:76])[CH3:77], predict the reactants needed to synthesize it. (4) Given the product [C:1]([O:5][C:6](=[O:43])[C:7]1[CH:8]=[C:9]([C:52]2[C:51]([CH3:50])=[CH:55][S:54][CH:53]=2)[CH:10]=[C:11]([O:13][CH2:14][CH2:15][CH2:16][CH2:17][CH2:18][CH2:19][C:20]2[CH:25]=[CH:24][CH:23]=[C:22]([O:26][CH2:27][CH2:28][CH2:29][C:30]([O:32][CH2:33][CH3:34])=[O:31])[C:21]=2[CH2:35][CH2:36][C:37]([O:39][CH2:40][CH3:41])=[O:38])[CH:12]=1)([CH3:4])([CH3:3])[CH3:2], predict the reactants needed to synthesize it. The reactants are: [C:1]([O:5][C:6](=[O:43])[C:7]1[CH:12]=[C:11]([O:13][CH2:14][CH2:15][CH2:16][CH2:17][CH2:18][CH2:19][C:20]2[CH:25]=[CH:24][CH:23]=[C:22]([O:26][CH2:27][CH2:28][CH2:29][C:30]([O:32][CH2:33][CH3:34])=[O:31])[C:21]=2[CH2:35][CH2:36][C:37]([O:39][CH2:40][CH3:41])=[O:38])[CH:10]=[C:9](Br)[CH:8]=1)([CH3:4])([CH3:3])[CH3:2].C(=O)([O-])[O-].[Na+].[Na+].[CH3:50][C:51]1[C:52](B(O)O)=[CH:53][S:54][CH:55]=1. (5) Given the product [CH2:30]([C:32]([C:57]1[CH:67]=[CH:66][C:60]([O:61][CH2:62][C:13]([NH:1][C@@H:2]([CH2:3][C:4]2[CH:9]=[CH:8][CH:7]=[CH:6][CH:5]=2)[C:10]([OH:12])=[O:11])=[O:14])=[C:59]([CH3:68])[CH:58]=1)([C:35]1[CH:40]=[CH:39][C:38](/[CH:41]=[CH:42]/[C:43]([OH:52])([C:44]([F:45])([F:46])[F:47])[C:48]([F:49])([F:50])[F:51])=[C:37]([CH3:56])[CH:36]=1)[CH2:33][CH3:34])[CH3:31], predict the reactants needed to synthesize it. The reactants are: [NH:1]([C:13](OCC1C2C(=CC=CC=2)C2C1=CC=CC=2)=[O:14])[C@H:2]([C:10]([OH:12])=[O:11])[CH2:3][C:4]1[CH:9]=[CH:8][CH:7]=[CH:6][CH:5]=1.[CH2:30]([C:32]([C:57]1[CH:67]=[CH:66][C:60]([O:61][CH2:62]C(O)=O)=[C:59]([CH3:68])[CH:58]=1)([C:35]1[CH:40]=[CH:39][C:38](/[CH:41]=[CH:42]/[C:43]([O:52]COC)([C:48]([F:51])([F:50])[F:49])[C:44]([F:47])([F:46])[F:45])=[C:37]([CH3:56])[CH:36]=1)[CH2:33][CH3:34])[CH3:31]. (6) The reactants are: O[PH2]=O.[Br:4][C:5]1[C:6]([CH3:13])=[CH:7][C:8](N)=[N:9][C:10]=1[CH3:11].N([O-])=[O:15].[Na+].C([O-])(O)=O.[Na+]. Given the product [Br:4][C:5]1[C:6]([CH3:13])=[CH:7][C:8](=[O:15])[NH:9][C:10]=1[CH3:11], predict the reactants needed to synthesize it.